Task: Predict the reaction yield, written as a fraction of the theoretical maximum amount of product (1.0 means a 100% yield; for example, 0.34 means a 34% yield).. Dataset: Reaction yield outcomes from USPTO patents with 853,638 reactions (1) The reactants are [CH3:1][CH:2]([CH2:6][C:7]1[CH:12]=[CH:11][C:10]([C:13]2[N:17]=[CH:16][N:15]([C:18]3[CH:23]=[CH:22][C:21]([O:24][C:25]([F:28])([F:27])[F:26])=[CH:20][CH:19]=3)[N:14]=2)=[CH:9][CH:8]=1)C(O)=O.C([N:31]([CH2:34]C)CC)C.P(N=[N+]=[N-])(=O)(OC1C=CC=CC=1)[O:37]C1C=CC=CC=1. The catalyst is C1(C)C=CC=CC=1.C(OCC)(=O)C.O. The product is [N:31]([CH:2]([CH3:1])[CH2:6][C:7]1[CH:8]=[CH:9][C:10]([C:13]2[N:17]=[CH:16][N:15]([C:18]3[CH:19]=[CH:20][C:21]([O:24][C:25]([F:26])([F:27])[F:28])=[CH:22][CH:23]=3)[N:14]=2)=[CH:11][CH:12]=1)=[C:34]=[O:37]. The yield is 0.580. (2) The reactants are C[O:2][C:3](=O)[CH2:4][CH2:5][N:6]1[C:18]2[CH:17]=[CH:16][CH:15]=[CH:14][C:13]=2[C:12]2[C:7]1=[CH:8][CH:9]=[CH:10][CH:11]=2.Cl.[NH2:21][OH:22].C[O-].[Na+].CO.C([O-])(O)=O.[Na+]. The catalyst is CN(C=O)C.C(OCC)(=O)C.O. The product is [CH:17]1[C:18]2[N:6]([CH2:5][CH2:4][C:3]([NH:21][OH:22])=[O:2])[C:7]3[C:12](=[CH:11][CH:10]=[CH:9][CH:8]=3)[C:13]=2[CH:14]=[CH:15][CH:16]=1. The yield is 0.470. (3) The reactants are [OH:1][C:2]1[CH:7]=[CH:6][C:5]([CH2:8][CH2:9][S:10][CH:11]([CH2:15][C:16]2[CH:21]=[CH:20][C:19]([CH2:22][CH2:23][O:24][C:25]3[CH:30]=[CH:29][C:28]([O:31][S:32]([CH3:35])(=[O:34])=[O:33])=[CH:27][CH:26]=3)=[CH:18][CH:17]=2)[C:12](O)=[O:13])=[CH:4][CH:3]=1.[Cl-].ClC=[N+](C)C.[CH2:42]([SH:44])[CH3:43].[OH-].[Na+]. The catalyst is C(OCC)(=O)C.P([O-])([O-])([O-])=O. The product is [OH:1][C:2]1[CH:7]=[CH:6][C:5]([CH2:8][CH2:9][S:10][CH:11]([CH2:15][C:16]2[CH:17]=[CH:18][C:19]([CH2:22][CH2:23][O:24][C:25]3[CH:26]=[CH:27][C:28]([O:31][S:32]([CH3:35])(=[O:33])=[O:34])=[CH:29][CH:30]=3)=[CH:20][CH:21]=2)[C:12](=[O:13])[S:44][CH2:42][CH3:43])=[CH:4][CH:3]=1. The yield is 0.810. (4) The reactants are Br[C:2]1[CH:3]=[CH:4][C:5]2[C:6]3[CH2:16][N:15]([C:17]([O:19]C(C)(C)C)=[O:18])[CH2:14][CH2:13][CH2:12][C:7]=3[N:8]([CH3:11])[C:9]=2[CH:10]=1.[F:24][C:25]([F:40])([F:39])[C:26]1[N:31]=[CH:30][C:29]([C:32]2[CH:37]=[CH:36][NH:35][C:34](=[O:38])[N:33]=2)=[CH:28][CH:27]=1.O[C:42]1[CH:43]=CC=[C:46]2[C:51]=1N=CC=C2.C([O-])([O-])=O.[Cs+].[Cs+].C(N(CC)CC)C. The catalyst is CS(C)=O.CCOC(C)=O.[Cu]I. The product is [CH3:11][N:8]1[C:9]2[CH:10]=[C:2]([N:35]3[CH:36]=[CH:37][C:32]([C:29]4[CH:30]=[N:31][C:26]([C:25]([F:24])([F:39])[F:40])=[CH:27][CH:28]=4)=[N:33][C:34]3=[O:38])[CH:3]=[CH:4][C:5]=2[C:6]2[CH2:16][N:15]([C:17]([O:19][CH2:43][CH2:42][CH2:51][CH3:46])=[O:18])[CH2:14][CH2:13][CH2:12][C:7]1=2. The yield is 0.720. (5) The reactants are Br[C:2]1[CH:7]=[CH:6][C:5]([O:8][C@H:9]2[CH2:14][CH2:13][C@H:12]([C:15]([CH3:18])([CH3:17])[CH3:16])[CH2:11][CH2:10]2)=[CH:4][CH:3]=1.[N-:19]=[N+:20]=[N-:21].[Na+].CNCCNC.CCO.O. The catalyst is C(Cl)Cl.[Cu]I. The product is [N:19]([C:2]1[CH:7]=[CH:6][C:5]([O:8][C@H:9]2[CH2:14][CH2:13][C@H:12]([C:15]([CH3:18])([CH3:17])[CH3:16])[CH2:11][CH2:10]2)=[CH:4][CH:3]=1)=[N+:20]=[N-:21]. The yield is 0.710. (6) The catalyst is CS(C)=O.C(OCC)(=O)C. The product is [CH:1]1([CH2:4][O:5][C:6]2[CH:7]=[CH:8][C:9]([C:12]3[C:17](=[O:18])[N:16]([CH2:19][C:20]4[CH:25]=[CH:24][C:23]([C:26]5[CH:31]=[CH:30][CH:29]=[CH:28][C:27]=5[C:32]5[NH:39][C:41](=[O:44])[O:42][N:33]=5)=[CH:22][CH:21]=4)[C:15]([CH2:34][CH2:35][CH3:36])=[N:14][C:13]=3[CH3:37])=[CH:10][CH:11]=2)[CH2:3][CH2:2]1. The yield is 0.780. The reactants are [CH:1]1([CH2:4][O:5][C:6]2[CH:11]=[CH:10][C:9]([C:12]3[C:17](=[O:18])[N:16]([CH2:19][C:20]4[CH:25]=[CH:24][C:23]([C:26]5[C:27]([C:32]#[N:33])=[CH:28][CH:29]=[CH:30][CH:31]=5)=[CH:22][CH:21]=4)[C:15]([CH2:34][CH2:35][CH3:36])=[N:14][C:13]=3[CH3:37])=[CH:8][CH:7]=2)[CH2:3][CH2:2]1.Cl.[NH2:39]O.[C:41](=[O:44])([O-])[OH:42].[Na+]. (7) The reactants are [H-].[Na+].[Br:3][C:4]1[N:5]=[C:6]2[C:12]([C:13](=[O:18])[C:14]([CH3:17])([CH3:16])[CH3:15])=[CH:11][NH:10][C:7]2=[N:8][CH:9]=1.[CH3:19][Si:20]([CH3:27])([CH3:26])[CH2:21][CH2:22][O:23][CH2:24]Cl. The catalyst is CN(C=O)C. The product is [Br:3][C:4]1[N:5]=[C:6]2[C:12]([C:13](=[O:18])[C:14]([CH3:15])([CH3:17])[CH3:16])=[CH:11][N:10]([CH2:24][O:23][CH2:22][CH2:21][Si:20]([CH3:27])([CH3:26])[CH3:19])[C:7]2=[N:8][CH:9]=1. The yield is 0.100. (8) The reactants are [CH3:1][O:2][C:3]([C:5]1([S:18]([C:21]2[CH:26]=[CH:25][C:24]([O:27][CH2:28][C:29]#[C:30][CH3:31])=[CH:23][CH:22]=2)(=[O:20])=[O:19])[CH2:10][CH2:9][N:8](C(OC(C)(C)C)=O)[CH2:7][CH2:6]1)=[O:4].Cl. The product is [CH3:1][O:2][C:3]([C:5]1([S:18]([C:21]2[CH:22]=[CH:23][C:24]([O:27][CH2:28][C:29]#[C:30][CH3:31])=[CH:25][CH:26]=2)(=[O:20])=[O:19])[CH2:10][CH2:9][NH:8][CH2:7][CH2:6]1)=[O:4]. The catalyst is C(Cl)Cl. The yield is 0.950. (9) The reactants are [OH:1][C:2]1[CH:3]=[C:4]([N:8]2[C:17](=[O:18])[C:16]3[C:11](=[CH:12][CH:13]=[CH:14][C:15]=3[CH3:19])[N:10]=[C:9]2[CH:20]([NH:22][C:23]2[N:31]=[CH:30][N:29]=[C:28]3[C:24]=2[N:25]=[CH:26][N:27]3[CH2:32][O:33][CH2:34][CH2:35][Si:36]([CH3:39])([CH3:38])[CH3:37])[CH3:21])[CH:5]=[CH:6][CH:7]=1.[C:40](=O)([O-])[O-].[K+].[K+].CI. The catalyst is CN(C=O)C. The product is [CH3:40][O:1][C:2]1[CH:3]=[C:4]([N:8]2[C:17](=[O:18])[C:16]3[C:11](=[CH:12][CH:13]=[CH:14][C:15]=3[CH3:19])[N:10]=[C:9]2[CH:20]([NH:22][C:23]2[N:31]=[CH:30][N:29]=[C:28]3[C:24]=2[N:25]=[CH:26][N:27]3[CH2:32][O:33][CH2:34][CH2:35][Si:36]([CH3:37])([CH3:39])[CH3:38])[CH3:21])[CH:5]=[CH:6][CH:7]=1. The yield is 0.820.